This data is from Tyrosyl-DNA phosphodiesterase HTS with 341,365 compounds. The task is: Binary Classification. Given a drug SMILES string, predict its activity (active/inactive) in a high-throughput screening assay against a specified biological target. (1) The drug is O1C23C(C(C1C=C3)C(O)=O)C(=O)N(C2)C\C=C\c1ccccc1. The result is 0 (inactive). (2) The result is 0 (inactive). The molecule is O=c1n(c(=O)n(c2nc(n(c12)CCC)NCc1occc1)C)C. (3) The drug is O(C(=O)C1=C(N\C(C1=O)=C\N(C)C)C)CC. The result is 0 (inactive). (4) The drug is Clc1cc(NC(=O)c2cn(C3CCCC3)c(=O)c3n(c4c(c23)cccc4)C)c(OC)cc1OC. The result is 0 (inactive). (5) The drug is Clc1c(c2nc(sc2cc1)N1CCN(CC1)C(=O)CCS(=O)(=O)c1ccc(F)cc1)C. The result is 0 (inactive).